From a dataset of Full USPTO retrosynthesis dataset with 1.9M reactions from patents (1976-2016). Predict the reactants needed to synthesize the given product. (1) Given the product [C:1]([O:5][C:6](=[O:26])[NH:7][CH2:8][C:9]1[CH:14]=[CH:13][C:12]([CH2:15][NH:16][C:17]2[C:22]3[CH:23]=[CH:24][N:25]([CH2:30][C:31]4[CH:32]=[CH:33][C:34]([CH2:35][N:36]5[CH:41]=[CH:40][CH:39]=[CH:38][C:37]5=[O:42])=[CH:43][CH:44]=4)[C:21]=3[CH:20]=[CH:19][N:18]=2)=[CH:11][CH:10]=1)([CH3:4])([CH3:2])[CH3:3], predict the reactants needed to synthesize it. The reactants are: [C:1]([O:5][C:6](=[O:26])[NH:7][CH2:8][C:9]1[CH:14]=[CH:13][C:12]([CH2:15][NH:16][C:17]2[C:22]3[CH:23]=[CH:24][NH:25][C:21]=3[CH:20]=[CH:19][N:18]=2)=[CH:11][CH:10]=1)([CH3:4])([CH3:3])[CH3:2].[H-].[Na+].Br[CH2:30][C:31]1[CH:44]=[CH:43][C:34]([CH2:35][N:36]2[CH:41]=[CH:40][CH:39]=[CH:38][C:37]2=[O:42])=[CH:33][CH:32]=1. (2) Given the product [OH:8][C@H:9]1[C@H:13]2[O:14][CH2:15][C@:10]1([CH2:24][OH:25])[O:11][C@H:12]2[N:16]1[CH:23]=[CH:22][C:20](=[O:21])[NH:19][C:17]1=[O:18], predict the reactants needed to synthesize it. The reactants are: C([O:8][C@H:9]1[C@H:13]2[O:14][CH2:15][C@:10]1([CH2:24][O:25]CC1C=CC=CC=1)[O:11][C@H:12]2[N:16]1[CH:23]=[CH:22][C:20](=[O:21])[NH:19][C:17]1=[O:18])C1C=CC=CC=1.